From a dataset of Forward reaction prediction with 1.9M reactions from USPTO patents (1976-2016). Predict the product of the given reaction. (1) Given the reactants [C:1]1([CH2:7][N:8]2[CH2:13][CH2:12][N:11]([CH2:14][C:15]3[CH:20]=[CH:19][CH:18]=[CH:17][CH:16]=3)[CH2:10][CH:9]2[CH2:21][OH:22])[CH:6]=[CH:5][CH:4]=[CH:3][CH:2]=1.C(N(CC)CC)C.Cl[Si:31]([C:34]([CH3:37])([CH3:36])[CH3:35])([CH3:33])[CH3:32], predict the reaction product. The product is: [CH3:35][C:34]([Si:31]([CH3:33])([CH3:32])[O:22][CH2:21][CH:9]1[CH2:10][N:11]([CH2:14][C:15]2[CH:20]=[CH:19][CH:18]=[CH:17][CH:16]=2)[CH2:12][CH2:13][N:8]1[CH2:7][C:1]1[CH:2]=[CH:3][CH:4]=[CH:5][CH:6]=1)([CH3:37])[CH3:36]. (2) Given the reactants F[C:2]1[N:7]2[CH:8]=[C:9]([CH2:11][N:12]([CH3:23])[CH:13]3[C:18]4=[N:19][CH:20]=[CH:21][CH:22]=[C:17]4[O:16][CH2:15][CH2:14]3)[N:10]=[C:6]2[CH:5]=[CH:4][CH:3]=1.[CH3:24][N:25]1[CH2:30][CH2:29][NH:28][CH2:27][CH2:26]1, predict the reaction product. The product is: [CH3:23][N:12]([CH2:11][C:9]1[N:10]=[C:6]2[CH:5]=[CH:4][CH:3]=[C:2]([N:28]3[CH2:29][CH2:30][N:25]([CH3:24])[CH2:26][CH2:27]3)[N:7]2[CH:8]=1)[CH:13]1[C:18]2=[N:19][CH:20]=[CH:21][CH:22]=[C:17]2[O:16][CH2:15][CH2:14]1.